Dataset: Retrosynthesis with 50K atom-mapped reactions and 10 reaction types from USPTO. Task: Predict the reactants needed to synthesize the given product. (1) Given the product Nc1cc(Br)ccc1SCCCCl, predict the reactants needed to synthesize it. The reactants are: O=[N+]([O-])c1cc(Br)ccc1SCCCCl. (2) Given the product COC(=O)c1cccc(-c2ccc3c(=O)c(Cc4ccccc4)coc3c2)c1, predict the reactants needed to synthesize it. The reactants are: COC(=O)c1cccc(I)c1.C[Sn](C)(C)c1ccc2c(=O)c(Cc3ccccc3)coc2c1. (3) Given the product O=C(O)c1cn2cc(-c3ccc(CO)o3)ccc2n1, predict the reactants needed to synthesize it. The reactants are: CCOC(=O)c1cn2cc(-c3ccc(CO)o3)ccc2n1. (4) Given the product CC(OS(C)(=O)=O)c1nc2cc(C(F)(F)F)ccc2s1, predict the reactants needed to synthesize it. The reactants are: CC(O)c1nc2cc(C(F)(F)F)ccc2s1.CS(=O)(=O)Cl. (5) The reactants are: COC(=O)CC(C)C(=O)N[C@@H](C)C(=O)O.NO. Given the product CC(CC(=O)NO)C(=O)N[C@@H](C)C(=O)O, predict the reactants needed to synthesize it. (6) The reactants are: CCc1cc(CN(C)C(=O)OC(C)(C)C)ccc1C(=O)OC. Given the product CCc1cc(CN(C)C(=O)OC(C)(C)C)ccc1C(=O)O, predict the reactants needed to synthesize it.